Dataset: Forward reaction prediction with 1.9M reactions from USPTO patents (1976-2016). Task: Predict the product of the given reaction. (1) Given the reactants CS(O[CH2:6][CH2:7][S:8]([CH3:11])(=[O:10])=[O:9])(=O)=O.[NH2:12][CH2:13][CH2:14][O:15][C:16]1[CH:21]=[CH:20][C:19]([NH:22][C:23](=[O:32])[C:24]2[CH:29]=[CH:28][CH:27]=[C:26]([O:30][CH3:31])[CH:25]=2)=[CH:18][C:17]=1[C:33]1[N:37]([CH3:38])[N:36]=[CH:35][CH:34]=1, predict the reaction product. The product is: [CH3:11][S:8]([CH2:7][CH2:6][NH:12][CH2:13][CH2:14][O:15][C:16]1[CH:21]=[CH:20][C:19]([NH:22][C:23](=[O:32])[C:24]2[CH:29]=[CH:28][CH:27]=[C:26]([O:30][CH3:31])[CH:25]=2)=[CH:18][C:17]=1[C:33]1[N:37]([CH3:38])[N:36]=[CH:35][CH:34]=1)(=[O:10])=[O:9]. (2) The product is: [CH3:1][O:2][C:3](=[O:53])[C@@H:4]([NH:20][C:21]([C@@H:23]1[CH2:32][C:31]2[CH:30]=[C:29]3[O:33][CH2:34][C@@H:35]([C:37]4[CH:42]=[CH:41][C:40]([O:43][CH2:44][C:45]5[CH:50]=[CH:49][C:48]([Cl:51])=[C:47]([Cl:52])[CH:46]=5)=[CH:39][CH:38]=4)[O:36][C:28]3=[CH:27][C:26]=2[CH2:25][N:24]1[S:64]([C:60]1[S:59][C:58]([NH:57][C:54](=[O:56])[CH3:55])=[N:62][C:61]=1[CH3:63])(=[O:65])=[O:66])=[O:22])[CH2:5][C:6]1[CH:11]=[CH:10][C:9]([C:12]2[CH:13]=[CH:14][C:15]([C:18]#[N:19])=[CH:16][CH:17]=2)=[CH:8][CH:7]=1. Given the reactants [CH3:1][O:2][C:3](=[O:53])[C@@H:4]([NH:20][C:21]([C@@H:23]1[CH2:32][C:31]2[CH:30]=[C:29]3[O:33][CH2:34][C@@H:35]([C:37]4[CH:42]=[CH:41][C:40]([O:43][CH2:44][C:45]5[CH:50]=[CH:49][C:48]([Cl:51])=[C:47]([Cl:52])[CH:46]=5)=[CH:39][CH:38]=4)[O:36][C:28]3=[CH:27][C:26]=2[CH2:25][NH:24]1)=[O:22])[CH2:5][C:6]1[CH:11]=[CH:10][C:9]([C:12]2[CH:17]=[CH:16][C:15]([C:18]#[N:19])=[CH:14][CH:13]=2)=[CH:8][CH:7]=1.[C:54]([NH:57][C:58]1[S:59][C:60]([S:64](Cl)(=[O:66])=[O:65])=[C:61]([CH3:63])[N:62]=1)(=[O:56])[CH3:55], predict the reaction product. (3) Given the reactants [NH2:1][C:2]1[N:7]=[C:6]([C:8]2[O:9][CH:10]=[CH:11][CH:12]=2)[C:5]([C:13]#[N:14])=[C:4](S(C)=O)[N:3]=1.[NH2:18][CH2:19][C:20]1[CH:31]=[CH:30][C:23]([CH2:24][N:25]([CH2:28][CH3:29])[CH2:26][CH3:27])=[CH:22][CH:21]=1.C1CCN2C(=NCCC2)CC1, predict the reaction product. The product is: [NH2:1][C:2]1[N:3]=[C:4]([NH:18][CH2:19][C:20]2[CH:31]=[CH:30][C:23]([CH2:24][N:25]([CH2:28][CH3:29])[CH2:26][CH3:27])=[CH:22][CH:21]=2)[C:5]([C:13]#[N:14])=[C:6]([C:8]2[O:9][CH:10]=[CH:11][CH:12]=2)[N:7]=1. (4) Given the reactants C(Cl)(=O)C(Cl)=O.CS(C)=O.[C:11]([O:15][C:16]([N:18]1[CH2:23][CH2:22][CH:21]([CH2:24][CH2:25][OH:26])[CH2:20][CH2:19]1)=[O:17])([CH3:14])([CH3:13])[CH3:12].CCN(C(C)C)C(C)C, predict the reaction product. The product is: [C:11]([O:15][C:16]([N:18]1[CH2:23][CH2:22][CH:21]([CH2:24][CH:25]=[O:26])[CH2:20][CH2:19]1)=[O:17])([CH3:14])([CH3:13])[CH3:12]. (5) Given the reactants [C:1]([C:3]1[CH:4]=[C:5]([N:10]([CH2:15][C:16]2[CH:21]=[CH:20][C:19](I)=[CH:18][CH:17]=2)[C:11](=[O:14])[CH2:12][CH3:13])[CH:6]=[C:7]([F:9])[CH:8]=1)#[N:2].[CH3:23][C:24]1[CH:29]=[CH:28][CH:27]=[C:26]([CH3:30])[C:25]=1B(O)O, predict the reaction product. The product is: [C:1]([C:3]1[CH:4]=[C:5]([N:10]([CH2:15][C:16]2[CH:21]=[CH:20][C:19]([C:25]3[C:26]([CH3:30])=[CH:27][CH:28]=[CH:29][C:24]=3[CH3:23])=[CH:18][CH:17]=2)[C:11](=[O:14])[CH2:12][CH3:13])[CH:6]=[C:7]([F:9])[CH:8]=1)#[N:2]. (6) Given the reactants Br[C:2]1[CH:3]=[C:4]([NH:10][S:11]([C:14]2[CH:19]=[CH:18][CH:17]=[CH:16][CH:15]=2)(=[O:13])=[O:12])[C:5]([O:8][CH3:9])=[N:6][CH:7]=1.B1(B2OC(C)(C)C(C)(C)O2)OC(C)(C)C(C)(C)O1.I[C:39]1[S:43][C:42]([C:44]2[CH:45]=[C:46]3[C:50](=[CH:51][CH:52]=2)[C:49](=[O:53])[N:48]([CH3:54])[CH2:47]3)=[CH:41][CH:40]=1, predict the reaction product. The product is: [CH3:9][O:8][C:5]1[C:4]([NH:10][S:11]([C:14]2[CH:19]=[CH:18][CH:17]=[CH:16][CH:15]=2)(=[O:13])=[O:12])=[CH:3][C:2]([C:39]2[S:43][C:42]([C:44]3[CH:45]=[C:46]4[C:50](=[CH:51][CH:52]=3)[C:49](=[O:53])[N:48]([CH3:54])[CH2:47]4)=[CH:41][CH:40]=2)=[CH:7][N:6]=1. (7) Given the reactants C([O:8][CH2:9][CH2:10][CH2:11][CH2:12][CH2:13][C@@H:14]1[O:17][C:16](=[O:18])[C@H:15]1[CH2:19][CH2:20][CH2:21][CH2:22][CH2:23][CH3:24])C1C=CC=CC=1.[H][H], predict the reaction product. The product is: [OH:8][CH2:9][CH2:10][CH2:11][CH2:12][CH2:13][C@@H:14]1[O:17][C:16](=[O:18])[C@H:15]1[CH2:19][CH2:20][CH2:21][CH2:22][CH2:23][CH3:24].